This data is from hERG potassium channel inhibition data for cardiac toxicity prediction from Karim et al.. The task is: Regression/Classification. Given a drug SMILES string, predict its toxicity properties. Task type varies by dataset: regression for continuous values (e.g., LD50, hERG inhibition percentage) or binary classification for toxic/non-toxic outcomes (e.g., AMES mutagenicity, cardiotoxicity, hepatotoxicity). Dataset: herg_karim. (1) The result is 1 (blocker). The molecule is CN(C)Cc1cc(C(=O)N[C@@H]2CCc3ccc(Oc4ccnc5c4CCC(=O)N5)cc3C2)cc(C(F)(F)F)c1.Cl.Cl. (2) The drug is CCS(=O)(=O)NC1c2cc(C#N)ccc2C(=O)C(C)(C)C1O. The result is 1 (blocker). (3) The compound is CC(=O)Oc1ccccc1C(=O)[O-]. The result is 0 (non-blocker). (4) The molecule is Cc1ccc2c(N3CCN(CCc4c(C)ccc5c4CCC(=O)N5)CC3)cccc2n1. The result is 1 (blocker).